The task is: Predict the reactants needed to synthesize the given product.. This data is from Full USPTO retrosynthesis dataset with 1.9M reactions from patents (1976-2016). (1) The reactants are: [F:1][C:2]([F:25])([F:24])[C:3]([C:9]1[CH:14]=[CH:13][C:12](/[CH:15]=[C:16](\[F:23])/[C:17]2[CH:21]=[C:20]([CH3:22])[NH:19][N:18]=2)=[CH:11][CH:10]=1)([OH:8])[C:4]([F:7])([F:6])[F:5].[Cl:26][C:27]1[CH:32]=[CH:31][C:30]([CH2:33]Cl)=[CH:29][N:28]=1. Given the product [Cl:26][C:27]1[N:28]=[CH:29][C:30]([CH2:33][N:19]2[C:20]([CH3:22])=[CH:21][C:17](/[C:16](/[F:23])=[CH:15]/[C:12]3[CH:11]=[CH:10][C:9]([C:3]([OH:8])([C:4]([F:7])([F:6])[F:5])[C:2]([F:24])([F:1])[F:25])=[CH:14][CH:13]=3)=[N:18]2)=[CH:31][CH:32]=1, predict the reactants needed to synthesize it. (2) Given the product [Br:29][C:21]1[C:15]2[N:16]=[C:17]([S:19][CH3:20])[N:18]=[C:13]([NH:12][C:9]3[CH:8]=[CH:7][C:6]([O:5][C:4]4[CH:26]=[CH:27][CH:28]=[C:2]([F:1])[CH:3]=4)=[CH:11][CH:10]=3)[C:14]=2[C:24](=[O:25])[NH:23][CH:22]=1, predict the reactants needed to synthesize it. The reactants are: [F:1][C:2]1[CH:3]=[C:4]([CH:26]=[CH:27][CH:28]=1)[O:5][C:6]1[CH:11]=[CH:10][C:9]([NH:12][C:13]2[C:14]3[C:24](=[O:25])[NH:23][CH:22]=[CH:21][C:15]=3[N:16]=[C:17]([S:19][CH3:20])[N:18]=2)=[CH:8][CH:7]=1.[Br:29]N1C(=O)CCC1=O. (3) The reactants are: [C:1]([N:5]1[C:9]([C:10]2[CH:15]=[CH:14][C:13]([CH3:16])=[CH:12][CH:11]=2)=[CH:8][C:7]([CH2:17][CH2:18][CH:19]=O)=[N:6]1)([CH3:4])([CH3:3])[CH3:2].[C:21]1([N:27]2[CH2:32][CH2:31][NH:30][CH2:29][CH2:28]2)[CH:26]=[CH:25][CH:24]=[CH:23][CH:22]=1.CCN(C(C)C)C(C)C.[BH-](OC(C)=O)(OC(C)=O)OC(C)=O.[Na+]. Given the product [C:1]([N:5]1[C:9]([C:10]2[CH:15]=[CH:14][C:13]([CH3:16])=[CH:12][CH:11]=2)=[CH:8][C:7]([CH2:17][CH2:18][CH2:19][N:30]2[CH2:31][CH2:32][N:27]([C:21]3[CH:26]=[CH:25][CH:24]=[CH:23][CH:22]=3)[CH2:28][CH2:29]2)=[N:6]1)([CH3:4])([CH3:3])[CH3:2], predict the reactants needed to synthesize it. (4) Given the product [CH:19]1([NH:22][C:16](=[O:17])[CH2:6][N:8]2[CH2:9][CH2:10][NH:11][CH2:12][CH2:13]2)[CH2:21][CH2:20]1, predict the reactants needed to synthesize it. The reactants are: C(O[C:6]([N:8]1[CH2:13][CH2:12][NH:11][CH2:10][CH2:9]1)=O)(C)(C)C.ClC[C:16](Cl)=[O:17].[CH:19]1([NH2:22])[CH2:21][CH2:20]1. (5) Given the product [Cl:1][C:2]1[CH:7]=[C:6]2[NH:8][C:9](=[O:38])[C:10]3([CH:15]([C:16]4[CH:21]=[C:20]([Cl:22])[CH:19]=[CH:18][C:17]=4[O:23][C:24]([C:25](=[O:26])[NH:43][CH2:44][CH2:45][CH2:46][N:47]([CH3:49])[CH3:48])([CH3:28])[CH3:27])[CH2:14][C:13](=[O:29])[NH:12][CH:11]3[C:30]3[CH:35]=[C:34]([F:36])[CH:33]=[CH:32][C:31]=3[CH3:37])[C:5]2=[CH:4][CH:3]=1, predict the reactants needed to synthesize it. The reactants are: [Cl:1][C:2]1[CH:7]=[C:6]2[NH:8][C:9](=[O:38])[C:10]3([CH:15]([C:16]4[CH:21]=[C:20]([Cl:22])[CH:19]=[CH:18][C:17]=4[O:23][C:24]([CH3:28])([CH3:27])[CH2:25][OH:26])[CH2:14][C:13](=[O:29])[NH:12][CH:11]3[C:30]3[CH:35]=[C:34]([F:36])[CH:33]=[CH:32][C:31]=3[CH3:37])[C:5]2=[CH:4][CH:3]=1.CCN=C=[N:43][CH2:44][CH2:45][CH2:46][N:47]([CH3:49])[CH3:48].Cl.C1C=CC2N(O)N=NC=2C=1.CCN(C(C)C)C(C)C.CN(C)CCCN. (6) Given the product [CH3:1][C:2]1([CH3:28])[C:10]2[C:5](=[CH:6][C:7]([N+:11]([O-:13])=[O:12])=[CH:8][CH:9]=2)[N:4]([CH2:14][CH:15]2[CH2:20][CH2:19][NH:18][CH2:17][CH2:16]2)[CH2:3]1, predict the reactants needed to synthesize it. The reactants are: [CH3:1][C:2]1([CH3:28])[C:10]2[C:5](=[CH:6][C:7]([N+:11]([O-:13])=[O:12])=[CH:8][CH:9]=2)[N:4]([CH2:14][CH:15]2[CH2:20][CH2:19][N:18](C(OC(C)(C)C)=O)[CH2:17][CH2:16]2)[CH2:3]1. (7) Given the product [Cl:39][C:34]1[CH:35]=[CH:36][CH:37]=[CH:38][C:33]=1[N:21]1[C:18]2[CH2:19][CH2:20][N:15]([C@H:10]3[CH2:11][CH2:12][CH2:13][CH2:14][C@@H:9]3[OH:8])[C:16](=[O:40])[C:17]=2[C:23]([CH3:24])=[C:22]1[C:25]1[CH:26]=[CH:27][C:28]([O:31][CH3:32])=[CH:29][CH:30]=1, predict the reactants needed to synthesize it. The reactants are: C([O:8][C@H:9]1[CH2:14][CH2:13][CH2:12][CH2:11][C@@H:10]1[N:15]1[CH2:20][CH2:19][C:18]2[N:21]([C:33]3[CH:38]=[CH:37][CH:36]=[CH:35][C:34]=3[Cl:39])[C:22]([C:25]3[CH:30]=[CH:29][C:28]([O:31][CH3:32])=[CH:27][CH:26]=3)=[C:23]([CH3:24])[C:17]=2[C:16]1=[O:40])C1C=CC=CC=1.C(O[C@H]1CCCC[C@@H]1N)C1C=CC=CC=1.ClC1C=CC(C2NC3CCNCC=3C=2)=CC=1.C[Si](I)(C)C. (8) Given the product [OH:40][C:41]1[C:42]([C:43]([O:45][CH3:46])=[O:44])=[C:47]([CH:48]=[CH:49][CH:50]=1)[O:20][CH2:19][CH2:18][CH2:17][C:13]1[CH:12]=[C:11]([C:9]2[O:8][N:7]=[C:6]([C:4]([OH:3])=[O:5])[CH:10]=2)[CH:16]=[CH:15][CH:14]=1, predict the reactants needed to synthesize it. The reactants are: C([O:3][C:4]([C:6]1[CH:10]=[C:9]([C:11]2[CH:16]=[CH:15][CH:14]=[C:13]([CH2:17][CH2:18][CH2:19][OH:20])[CH:12]=2)[O:8][N:7]=1)=[O:5])C.C1(P(C2C=CC=CC=2)C2C=CC=CC=2)C=CC=CC=1.[OH:40][C:41]1[CH:50]=[CH:49][CH:48]=[C:47](O)[C:42]=1[C:43]([O:45][CH3:46])=[O:44].CCOC(/N=N/C(OCC)=O)=O.